This data is from Forward reaction prediction with 1.9M reactions from USPTO patents (1976-2016). The task is: Predict the product of the given reaction. (1) Given the reactants Cl[C:2]1[N:7]=[C:6]2[N:8]=[C:9]([C:23]3[CH:28]=[CH:27][C:26]([F:29])=[CH:25][CH:24]=3)[N:10]([C:11]3[CH:16]=[CH:15][N:14]=[C:13]([NH:17][CH:18]4[CH2:22][CH2:21][CH2:20][CH2:19]4)[N:12]=3)[C:5]2=[CH:4][CH:3]=1.C([Sn](CCCC)(CCCC)[C:35]1[CH:36]=[N:37][CH:38]=[CH:39][CH:40]=1)CCC, predict the reaction product. The product is: [F:29][C:26]1[CH:27]=[CH:28][C:23]([C:9]2[N:10]([C:11]3[CH:16]=[CH:15][N:14]=[C:13]([NH:17][CH:18]4[CH2:22][CH2:21][CH2:20][CH2:19]4)[N:12]=3)[C:5]3[C:6]([N:8]=2)=[N:7][C:2]([C:35]2[CH:36]=[N:37][CH:38]=[CH:39][CH:40]=2)=[CH:3][CH:4]=3)=[CH:24][CH:25]=1. (2) Given the reactants [OH:1][C:2]1[CH:7]=[C:6]([O:8][CH2:9][CH2:10][O:11][CH2:12][CH2:13][O:14][CH3:15])[CH:5]=[CH:4][C:3]=1[C:16]1[NH:17][CH2:18][C:19]([CH3:25])([C:21]([O:23]C)=[O:22])[N:20]=1.[OH-].[Na+], predict the reaction product. The product is: [OH:1][C:2]1[CH:7]=[C:6]([O:8][CH2:9][CH2:10][O:11][CH2:12][CH2:13][O:14][CH3:15])[CH:5]=[CH:4][C:3]=1[C:16]1[NH:17][CH2:18][C:19]([CH3:25])([C:21]([OH:23])=[O:22])[N:20]=1. (3) The product is: [C:6]([CH:4]([CH:2]([C:1]([OH:10])=[O:9])[OH:3])[OH:5])([OH:8])=[O:7].[Cl:11][C:12]1[CH:17]=[C:16]([Cl:18])[C:15]([F:19])=[CH:14][C:13]=1[C:20]1[O:21][C:22]2[C:27]([C:28](=[O:30])[CH:29]=1)=[C:26]([OH:31])[CH:25]=[C:24]([OH:32])[C:23]=2[C@@H:33]1[CH2:37][CH2:36][N:35]([CH3:38])[C@H:34]1[CH2:39][OH:40]. Given the reactants [C:1]([OH:10])(=[O:9])[CH:2]([CH:4]([C:6]([OH:8])=[O:7])[OH:5])[OH:3].[Cl:11][C:12]1[CH:17]=[C:16]([Cl:18])[C:15]([F:19])=[CH:14][C:13]=1[C:20]1[O:21][C:22]2[C:27]([C:28](=[O:30])[CH:29]=1)=[C:26]([OH:31])[CH:25]=[C:24]([OH:32])[C:23]=2[C@@H:33]1[CH2:37][CH2:36][N:35]([CH3:38])[C@H:34]1[CH2:39][OH:40], predict the reaction product. (4) Given the reactants [C:1]1(=[O:8])[O:7][C:5](=[O:6])[CH2:4][CH2:3][CH2:2]1.[OH:9][C@H:10]([C@H:16]([C@@H:18]1[C@:36]2([CH3:37])[C@H:21]([C@H:22]3[C@H:33]([CH2:34][CH2:35]2)[C@:31]2([CH3:32])[C:25]([CH2:26][C@H:27]([CH2:29][CH2:30]2)[OH:28])=[CH:24][CH2:23]3)[CH2:20][CH2:19]1)[CH3:17])[CH2:11][CH2:12][CH:13]([CH3:15])[CH3:14], predict the reaction product. The product is: [C:1]([OH:7])(=[O:8])[CH2:2][CH2:3][CH2:4][C:5]([OH:9])=[O:6].[C:1]([OH:7])(=[O:8])[CH2:2][CH2:3][CH2:4][C:5]([OH:9])=[O:6].[OH:9][C@H:10]([C@H:16]([C@@H:18]1[C@:36]2([CH3:37])[C@H:21]([C@H:22]3[C@H:33]([CH2:34][CH2:35]2)[C@:31]2([CH3:32])[C:25]([CH2:26][C@H:27]([CH2:29][CH2:30]2)[OH:28])=[CH:24][CH2:23]3)[CH2:20][CH2:19]1)[CH3:17])[CH2:11][CH2:12][CH:13]([CH3:15])[CH3:14].